The task is: Regression. Given a target protein amino acid sequence and a drug SMILES string, predict the binding affinity score between them. We predict pKi (pKi = -log10(Ki in M); higher means stronger inhibition). Dataset: bindingdb_ki.. This data is from Drug-target binding data from BindingDB using Ki measurements. (1) The drug is C=CCc1cc(OC)c(O[C@@H](C)[C@H](O)c2ccc(O)c(OC)c2)c(OC)c1. The target protein (P62575) has sequence MSYFRNRDIDIERNSMNRSVQERKCRYSIRKLSVGAVSMIVGAVVFGTSPVLAQEGASEQPLANETQLSGESSTLTDTEKSQPSSETELSGNKQEQERKDKQEEKIPRDYYARDLENVETVIEKEDVETNASNGQRVDLSSELDKLKKLENATVHMEFKPDAKAPAFYNLFSVSSATKKDEYFTMAVYNNTATLEGRGSDGKQFYNNYNDAPLKVKPGQWNSVTFTVEKPTAELPKGRVRLYVNGVLSRTSLRSGNFIKDMPDVTHVQIGATKRANNTVWGSNLQIRNLTVYNRALTPEEVQKRSQLFKRSDLEKKLPEGAALTEKTDIFESGRNGKPNKDGIKSYRIPALLKTDKGTLIAGADERRLHSSDWGDIGMVIRRSEDNGKTWGDRVTITNLRDNPKASDPSIGSPVNIDMVLVQDPETKRIFSIYDMFPEGKGIFGMSSQKEEAYKKIDGKTYQILYREGEKGAYTIRENGTVYTPDGKATDYRVVVDPVKP.... The pKi is 4.8. (2) The compound is Nc1nc(N)c2nc(CNc3ccc4c(c3)CN(C(CCC(=O)O)C(=O)O)C4=O)cnc2n1. The target protein (P41440) has sequence MVPSSPAVEKQVPVEPGPDPELRSWRHLVCYLCFYGFMAQIRPGESFITPYLLGPDKNFTREQVTNEITPVLSYSYLAVLVPVFLLTDYLRYTPVLLLQGLSFVSVWLLLLLGHSVAHMQLMELFYSVTMAARIAYSSYIFSLVRPARYQRVAGYSRAAVLLGVFTSSVLGQLLVTVGRVSFSTLNYISLAFLTFSVVLALFLKRPKRSLFFNRDDRGRCETSASELERMNPGPGGKLGHALRVACGDSVLARMLRELGDSLRRPQLRLWSLWWVFNSAGYYLVVYYVHILWNEVDPTTNSARVYNGAADAASTLLGAITSFAAGFVKIRWARWSKLLIAGVTATQAGLVFLLAHTRHPSSIWLCYAAFVLFRGSYQFLVPIATFQIASSLSKELCALVFGVNTFFATIVKTIITFIVSDVRGLGLPVRKQFQLYSVYFLILSIIYFLGAMLDGLRHCQRGHHPRQPPAQGLRSAAEEKAAQALSVQDKGLGGLQPAQSP.... The pKi is 6.3. (3) The small molecule is CC(=O)Nc1ccc(S(=O)(=O)Nc2nnc(S(N)(=O)=O)s2)cc1. The target protein (P23589) has sequence MLRRDPRKPLAILRHVGLLCATGPQRWRFQHSCAEEHSNCARHPLWTGPVSSAEGTRQSPINIQWKDSVYDPQLAPLRVSYDAASCRYLWNTGYFFQVEFDDSCEDSGISGGPLGNHYRLKQFHFHWGATDEWGSEHAVDGHTYPAELHLVHWNSTKYENYKKASVGENGLAVIGVFLKLGAHHQALQKLVDVLPEVRHKDTQVAMGPFDPSCLLPACRDYWTYPGSLTTPPLAESVTWIVQKTPVEVSPSQLSTFRTLLFSGRGEEEDVMVNNYRPLQPLRDRKLRSSFRLDRTKMRS. The pKi is 8.0. (4) The pKi is 5.6. The compound is c1ccc2c(CCC3CCNCC3)c[nH]c2c1. The target is MLLARMKPQVQPELGGADQ. (5) The compound is Cc1cccc(C[C@H](O)/C=C/[C@H]2[C@H](O)CC(=O)[C@@H]2SCCCSCC(=O)O)c1. The target protein sequence is MAEVGGTIPRSNRELQRCVLLTTTIMSIPGVNASFSSTPERLNSPVTIPAVMFIFGVVGNLVAIVVLCKSRKEQKETTFYTLVCGLAVTDLLGTLLVSPVTIATYMKGQWPGDQALCDYSTFILLFFGLSGLSIICAMSIERYLAINHAYFYSHYVDKRLAGLTLFAIYASNVLFCALPNMGLGRSERQYPGTWCFIDWTTNVTAYAAFSYMYAGFSSFLILATVLCNVLVCGALLRMHRQFMRRTSLGTEQHHAAAAAAVASVACRGHAGASPALQRLSDFRRRRSFRRIAGAEIQMVILLIATSLVVLICSIPLVVRVFINQLYQPNVVKDISRNPDLQAIRIASVNPILDPWIYILLRKTVLSKAIEKIKCLFCRIGGSGRDSSAQHCSESRRTSSAMSGHSRSFLARELKEISSTSQTLLYLPDLTESSLGGRNLLPGSHGMGLTQADTTSLRTLRISETSDSSQGQDSESVLLVDEVSGSHREEPASKGNSLQVT.... The pKi is 8.7.